This data is from NCI-60 drug combinations with 297,098 pairs across 59 cell lines. The task is: Regression. Given two drug SMILES strings and cell line genomic features, predict the synergy score measuring deviation from expected non-interaction effect. (1) Drug 1: COC1=C(C=C2C(=C1)N=CN=C2NC3=CC(=C(C=C3)F)Cl)OCCCN4CCOCC4. Drug 2: C1=C(C(=O)NC(=O)N1)N(CCCl)CCCl. Cell line: T-47D. Synergy scores: CSS=17.1, Synergy_ZIP=-9.79, Synergy_Bliss=-3.70, Synergy_Loewe=-5.21, Synergy_HSA=-1.02. (2) Drug 1: C1CCC(C1)C(CC#N)N2C=C(C=N2)C3=C4C=CNC4=NC=N3. Drug 2: CC1=C(C(CCC1)(C)C)C=CC(=CC=CC(=CC(=O)O)C)C. Cell line: IGROV1. Synergy scores: CSS=12.5, Synergy_ZIP=-0.116, Synergy_Bliss=5.27, Synergy_Loewe=6.61, Synergy_HSA=6.81. (3) Drug 1: C1CCN(CC1)CCOC2=CC=C(C=C2)C(=O)C3=C(SC4=C3C=CC(=C4)O)C5=CC=C(C=C5)O. Drug 2: C1CNP(=O)(OC1)N(CCCl)CCCl. Cell line: HCC-2998. Synergy scores: CSS=-2.54, Synergy_ZIP=3.57, Synergy_Bliss=3.37, Synergy_Loewe=2.78, Synergy_HSA=-0.369. (4) Drug 1: CC1=C(C=C(C=C1)NC2=NC=CC(=N2)N(C)C3=CC4=NN(C(=C4C=C3)C)C)S(=O)(=O)N.Cl. Drug 2: CC1C(C(CC(O1)OC2CC(CC3=C2C(=C4C(=C3O)C(=O)C5=C(C4=O)C(=CC=C5)OC)O)(C(=O)CO)O)N)O.Cl. Cell line: HCT116. Synergy scores: CSS=46.7, Synergy_ZIP=0.112, Synergy_Bliss=-1.18, Synergy_Loewe=3.17, Synergy_HSA=3.98. (5) Drug 1: C1=CC=C(C(=C1)C(C2=CC=C(C=C2)Cl)C(Cl)Cl)Cl. Drug 2: CC12CCC3C(C1CCC2OP(=O)(O)O)CCC4=C3C=CC(=C4)OC(=O)N(CCCl)CCCl.[Na+]. Cell line: NCI-H322M. Synergy scores: CSS=10.3, Synergy_ZIP=-5.19, Synergy_Bliss=-0.741, Synergy_Loewe=-24.9, Synergy_HSA=-4.75. (6) Drug 1: CC1C(C(CC(O1)OC2CC(OC(C2O)C)OC3=CC4=CC5=C(C(=O)C(C(C5)C(C(=O)C(C(C)O)O)OC)OC6CC(C(C(O6)C)O)OC7CC(C(C(O7)C)O)OC8CC(C(C(O8)C)O)(C)O)C(=C4C(=C3C)O)O)O)O. Drug 2: C1CN(P(=O)(OC1)NCCCl)CCCl. Cell line: HCT-15. Synergy scores: CSS=26.4, Synergy_ZIP=-6.03, Synergy_Bliss=-6.01, Synergy_Loewe=-35.2, Synergy_HSA=-5.60. (7) Drug 1: CN1CCC(CC1)COC2=C(C=C3C(=C2)N=CN=C3NC4=C(C=C(C=C4)Br)F)OC. Drug 2: C1CC(=O)NC(=O)C1N2C(=O)C3=CC=CC=C3C2=O. Cell line: SW-620. Synergy scores: CSS=10.7, Synergy_ZIP=1.25, Synergy_Bliss=4.05, Synergy_Loewe=1.28, Synergy_HSA=3.01. (8) Drug 1: C1C(C(OC1N2C=NC3=C(N=C(N=C32)Cl)N)CO)O. Drug 2: C1CN(P(=O)(OC1)NCCCl)CCCl. Cell line: COLO 205. Synergy scores: CSS=40.0, Synergy_ZIP=-2.33, Synergy_Bliss=-3.80, Synergy_Loewe=-30.5, Synergy_HSA=-1.93. (9) Drug 1: CN1C2=C(C=C(C=C2)N(CCCl)CCCl)N=C1CCCC(=O)O.Cl. Drug 2: CC(C)(C#N)C1=CC(=CC(=C1)CN2C=NC=N2)C(C)(C)C#N. Cell line: HL-60(TB). Synergy scores: CSS=0.568, Synergy_ZIP=-0.761, Synergy_Bliss=-2.12, Synergy_Loewe=-5.38, Synergy_HSA=-4.34. (10) Drug 1: C1=C(C(=O)NC(=O)N1)N(CCCl)CCCl. Drug 2: CC1=C2C(C(=O)C3(C(CC4C(C3C(C(C2(C)C)(CC1OC(=O)C(C(C5=CC=CC=C5)NC(=O)C6=CC=CC=C6)O)O)OC(=O)C7=CC=CC=C7)(CO4)OC(=O)C)O)C)OC(=O)C. Cell line: MCF7. Synergy scores: CSS=38.2, Synergy_ZIP=-5.92, Synergy_Bliss=-7.91, Synergy_Loewe=-8.35, Synergy_HSA=-1.79.